Predict the reaction yield, written as a fraction of the theoretical maximum amount of product (1.0 means a 100% yield; for example, 0.34 means a 34% yield). From a dataset of Reaction yield outcomes from USPTO patents with 853,638 reactions. (1) The reactants are [CH2:1](O)[CH3:2].[S:4]1[CH:8]=[CH:7][C:6]([C:9]2[CH:10]=[C:11]3[C:15](=[CH:16][CH:17]=2)[NH:14][N:13]=[C:12]3[NH:18][C:19]([NH2:21])=[S:20])=[CH:5]1.BrCC(OCC)OCC.C(=O)([O-])O.[Na+]. The catalyst is C(OCC)(=O)C.O1CCCC1. The product is [S:20]1[CH:2]=[CH:1][N:21]=[C:19]1[NH:18][C:12]1[C:11]2[C:15](=[CH:16][CH:17]=[C:9]([C:6]3[CH:7]=[CH:8][S:4][CH:5]=3)[CH:10]=2)[NH:14][N:13]=1. The yield is 0.270. (2) The reactants are Cl.[CH2:2]([NH:4][C:5]([NH:7][C:8]1[CH:13]=[CH:12][C:11]([C:14]2[N:15]=[C:16]([N:24]3[CH2:29][CH2:28][O:27][CH2:26][CH2:25]3)[C:17]3[CH2:23][CH2:22][NH:21][CH2:20][C:18]=3[N:19]=2)=[CH:10][CH:9]=1)=[O:6])[CH3:3].C(N(CC)C(C)C)(C)C.CN1CCCC1=O.Br[CH2:47][CH2:48][O:49][CH3:50]. No catalyst specified. The product is [CH2:2]([NH:4][C:5]([NH:7][C:8]1[CH:9]=[CH:10][C:11]([C:14]2[N:15]=[C:16]([N:24]3[CH2:25][CH2:26][O:27][CH2:28][CH2:29]3)[C:17]3[CH2:23][CH2:22][N:21]([CH2:47][CH2:48][O:49][CH3:50])[CH2:20][C:18]=3[N:19]=2)=[CH:12][CH:13]=1)=[O:6])[CH3:3]. The yield is 0.520.